This data is from Reaction yield outcomes from USPTO patents with 853,638 reactions. The task is: Predict the reaction yield, written as a fraction of the theoretical maximum amount of product (1.0 means a 100% yield; for example, 0.34 means a 34% yield). (1) The reactants are [F:1][C:2]1[CH:7]=[CH:6][C:5]([C:8]2[S:9][C:10]3[N:11]=[C:12]([CH3:18])[NH:13][C:14](=O)[C:15]=3[N:16]=2)=[CH:4][CH:3]=1.C(N(C(C)C)CC)(C)C.O=P(Cl)(Cl)[Cl:30]. No catalyst specified. The product is [Cl:30][C:14]1[C:15]2[N:16]=[C:8]([C:5]3[CH:6]=[CH:7][C:2]([F:1])=[CH:3][CH:4]=3)[S:9][C:10]=2[N:11]=[C:12]([CH3:18])[N:13]=1. The yield is 0.400. (2) The yield is 0.840. The reactants are [CH2:1]([O:3][C:4]([C:6]1[O:7][C:8]2[CH:14]=[CH:13][C:12]([C:15]([CH2:26][CH3:27])([C:18]3[CH:23]=[CH:22][C:21]([OH:24])=[C:20]([CH3:25])[CH:19]=3)[CH2:16][CH3:17])=[CH:11][C:9]=2[CH:10]=1)=[O:5])[CH3:2].Br[CH2:29][C:30](=[O:35])[C:31]([CH3:34])([CH3:33])[CH3:32].C([O-])([O-])=O.[K+].[K+]. The product is [CH2:1]([O:3][C:4]([C:6]1[O:7][C:8]2[CH:14]=[CH:13][C:12]([C:15]([C:18]3[CH:23]=[CH:22][C:21]([O:24][CH2:29][C:30](=[O:35])[C:31]([CH3:34])([CH3:33])[CH3:32])=[C:20]([CH3:25])[CH:19]=3)([CH2:26][CH3:27])[CH2:16][CH3:17])=[CH:11][C:9]=2[CH:10]=1)=[O:5])[CH3:2]. No catalyst specified. (3) The reactants are CCOC(/N=N/C(OCC)=O)=O.[F:13][C:14]1[CH:36]=[C:35]([N+:37]([O-:39])=[O:38])[CH:34]=[CH:33][C:15]=1[O:16][C:17]1[CH:22]=[CH:21][N:20]=[C:19]2[CH:23]=[C:24]([C:26]3[CH:27]=[C:28]([OH:32])[CH:29]=[CH:30][CH:31]=3)[S:25][C:18]=12.[O:40]1[CH2:45][CH2:44][N:43]([CH2:46][CH2:47]O)[CH2:42][CH2:41]1.C1(P(C2C=CC=CC=2)C2C=CC=CC=2)C=CC=CC=1. The catalyst is O1CCCC1. The product is [F:13][C:14]1[CH:36]=[C:35]([N+:37]([O-:39])=[O:38])[CH:34]=[CH:33][C:15]=1[O:16][C:17]1[CH:22]=[CH:21][N:20]=[C:19]2[CH:23]=[C:24]([C:26]3[CH:27]=[C:28]([CH:29]=[CH:30][CH:31]=3)[O:32][CH2:47][CH2:46][N:43]3[CH2:44][CH2:45][O:40][CH2:41][CH2:42]3)[S:25][C:18]=12. The yield is 0.660. (4) The reactants are [CH2:1]([NH:3][C:4]([N:6]1[C:14]2[C:9](=[CH:10][C:11]([O:15][C:16]3[CH:21]=[CH:20][N:19]=[C:18]([NH2:22])[CH:17]=3)=[CH:12][CH:13]=2)[CH:8]=[CH:7]1)=[O:5])[CH3:2].N1C=CC=CC=1.[C:29](Cl)(=[O:37])[O:30][C:31]1[CH:36]=[CH:35][CH:34]=[CH:33][CH:32]=1. The catalyst is CN(C)C=O. The product is [CH2:1]([NH:3][C:4]([N:6]1[C:14]2[C:9](=[CH:10][C:11]([O:15][C:16]3[CH:21]=[CH:20][N:19]=[C:18]([NH:22][C:29](=[O:37])[O:30][C:31]4[CH:36]=[CH:35][CH:34]=[CH:33][CH:32]=4)[CH:17]=3)=[CH:12][CH:13]=2)[CH:8]=[CH:7]1)=[O:5])[CH3:2]. The yield is 0.344. (5) The reactants are Br[C:2]1[CH:3]=[C:4]2[C:11]([C:12]([NH:14][CH3:15])=[O:13])=[C:10]([C:16]3[CH:21]=[CH:20][C:19]([F:22])=[CH:18][CH:17]=3)[O:9][C:5]2=[N:6][C:7]=1[Cl:8].B([C:26]1[CH:27]=[CH:28][C:29]([F:35])=[C:30]([CH:34]=1)[C:31]([OH:33])=[O:32])(O)O.C(=O)([O-])[O-].[Cs+].[Cs+]. The catalyst is C1C=CC([P]([Pd]([P](C2C=CC=CC=2)(C2C=CC=CC=2)C2C=CC=CC=2)([P](C2C=CC=CC=2)(C2C=CC=CC=2)C2C=CC=CC=2)[P](C2C=CC=CC=2)(C2C=CC=CC=2)C2C=CC=CC=2)(C2C=CC=CC=2)C2C=CC=CC=2)=CC=1. The product is [Cl:8][C:7]1[N:6]=[C:5]2[O:9][C:10]([C:16]3[CH:21]=[CH:20][C:19]([F:22])=[CH:18][CH:17]=3)=[C:11]([C:12](=[O:13])[NH:14][CH3:15])[C:4]2=[CH:3][C:2]=1[C:26]1[CH:27]=[CH:28][C:29]([F:35])=[C:30]([CH:34]=1)[C:31]([OH:33])=[O:32]. The yield is 0.690.